Dataset: Full USPTO retrosynthesis dataset with 1.9M reactions from patents (1976-2016). Task: Predict the reactants needed to synthesize the given product. Given the product [Si:8]([O:15][C@H:16]([C@H:17]([CH3:41])/[CH:18]=[CH:19]/[CH2:20][O:21][C:22]([C:29]1[CH:34]=[CH:33][CH:32]=[CH:31][CH:30]=1)([C:35]1[CH:40]=[CH:39][CH:38]=[CH:37][CH:36]=1)[C:23]1[CH:24]=[CH:25][CH:26]=[CH:27][CH:28]=1)[CH2:42][CH2:43][OH:44])([C:11]([CH3:14])([CH3:13])[CH3:12])([CH3:10])[CH3:9], predict the reactants needed to synthesize it. The reactants are: C1C=CN=CC=1.F.[Si:8]([O:15][C@@H:16]([CH2:42][CH2:43][O:44][Si](C(C)(C)C)(C)C)[C@H:17]([CH3:41])/[CH:18]=[CH:19]/[CH2:20][O:21][C:22]([C:35]1[CH:40]=[CH:39][CH:38]=[CH:37][CH:36]=1)([C:29]1[CH:34]=[CH:33][CH:32]=[CH:31][CH:30]=1)[C:23]1[CH:28]=[CH:27][CH:26]=[CH:25][CH:24]=1)([C:11]([CH3:14])([CH3:13])[CH3:12])([CH3:10])[CH3:9].